From a dataset of Experimentally validated miRNA-target interactions with 360,000+ pairs, plus equal number of negative samples. Binary Classification. Given a miRNA mature sequence and a target amino acid sequence, predict their likelihood of interaction. (1) The miRNA is hsa-miR-6857-5p with sequence UUGGGGAUUGGGUCAGGCCAGU. The protein sequence of the target gene is MAHYNFKKITVVPSAKDFIDLTLSKTQRKTPTVIHKHYQIHRIRHFYMRKVKFTQQNYHDRLSQILTDFPKLDDIHPFYADLMNILYDKDHYKLALGQINIAKNLVDNVAKDYVRLMKYGDSLYRCKQLKRAALGRMCTVIKRQKQSLEYLEQVRQHLSRLPTIDPNTRTLLLCGYPNVGKSSFINKVTRADVDVQPYAFTTKSLFVGHMDYKYLRWQVVDTPGILDHPLEDRNTIEMQAITALAHLRAAVLYVMDLSEQCGHGLREQLELFQNIRPLFINKPLIVVANKCDVKRIAELS.... Result: 1 (interaction). (2) Result: 0 (no interaction). The protein sequence of the target gene is MEVSRRKTPPRPPYPAAPLPLIAYLLALAAPARGADEPVWRSEQAIGAIAASRADGVFVASGSCLDQLDYSLKNRLSRLYRDQAGNCTEPVSLAPPARPRPGSSFSKLLLPYREGATGLEGLLLTGWTFDRGACEVRPLGNLNRSSLRNGTEVVSCHPQGSTAGVVYRASGTDLWYLAVAATYVLPEPETANRCNPAASDRDTAIALKNTEGRSLATQELGRLKLRGSAGSLHFVDAFLWNGSVYFPYYPYNYTSGAATGWPSMARIAQSTEVLFQGQAALDCDHGHPEGRRLLLSSSLV.... The miRNA is mmu-miR-3101-5p with sequence GGUACCAUUGACUAAAGCUAG.